This data is from NCI-60 drug combinations with 297,098 pairs across 59 cell lines. The task is: Regression. Given two drug SMILES strings and cell line genomic features, predict the synergy score measuring deviation from expected non-interaction effect. (1) Drug 1: C#CCC(CC1=CN=C2C(=N1)C(=NC(=N2)N)N)C3=CC=C(C=C3)C(=O)NC(CCC(=O)O)C(=O)O. Drug 2: C(CC(=O)O)C(=O)CN.Cl. Cell line: EKVX. Synergy scores: CSS=5.03, Synergy_ZIP=-3.20, Synergy_Bliss=2.67, Synergy_Loewe=-6.44, Synergy_HSA=1.26. (2) Synergy scores: CSS=2.89, Synergy_ZIP=4.58, Synergy_Bliss=-2.49, Synergy_Loewe=-20.1, Synergy_HSA=-12.6. Cell line: MDA-MB-231. Drug 2: C1CN1P(=S)(N2CC2)N3CC3. Drug 1: CC1=CC2C(CCC3(C2CCC3(C(=O)C)OC(=O)C)C)C4(C1=CC(=O)CC4)C. (3) Drug 2: CC1=C(N=C(N=C1N)C(CC(=O)N)NCC(C(=O)N)N)C(=O)NC(C(C2=CN=CN2)OC3C(C(C(C(O3)CO)O)O)OC4C(C(C(C(O4)CO)O)OC(=O)N)O)C(=O)NC(C)C(C(C)C(=O)NC(C(C)O)C(=O)NCCC5=NC(=CS5)C6=NC(=CS6)C(=O)NCCC[S+](C)C)O. Drug 1: CC1=C2C(C(=O)C3(C(CC4C(C3C(C(C2(C)C)(CC1OC(=O)C(C(C5=CC=CC=C5)NC(=O)OC(C)(C)C)O)O)OC(=O)C6=CC=CC=C6)(CO4)OC(=O)C)OC)C)OC. Synergy scores: CSS=17.1, Synergy_ZIP=-5.57, Synergy_Bliss=-12.7, Synergy_Loewe=-31.5, Synergy_HSA=-11.5. Cell line: SW-620. (4) Drug 1: C1=CC(=C2C(=C1NCCNCCO)C(=O)C3=C(C=CC(=C3C2=O)O)O)NCCNCCO. Drug 2: C1=NC(=NC(=O)N1C2C(C(C(O2)CO)O)O)N. Cell line: 786-0. Synergy scores: CSS=55.8, Synergy_ZIP=4.25, Synergy_Bliss=4.78, Synergy_Loewe=-14.0, Synergy_HSA=4.96. (5) Drug 2: C1=C(C(=O)NC(=O)N1)N(CCCl)CCCl. Synergy scores: CSS=35.3, Synergy_ZIP=5.25, Synergy_Bliss=7.42, Synergy_Loewe=-9.73, Synergy_HSA=5.10. Cell line: SW-620. Drug 1: CS(=O)(=O)C1=CC(=C(C=C1)C(=O)NC2=CC(=C(C=C2)Cl)C3=CC=CC=N3)Cl. (6) Drug 1: C1=NC2=C(N=C(N=C2N1C3C(C(C(O3)CO)O)F)Cl)N. Drug 2: B(C(CC(C)C)NC(=O)C(CC1=CC=CC=C1)NC(=O)C2=NC=CN=C2)(O)O. Cell line: SN12C. Synergy scores: CSS=67.5, Synergy_ZIP=0.0381, Synergy_Bliss=-2.06, Synergy_Loewe=-3.43, Synergy_HSA=1.54. (7) Drug 1: C(=O)(N)NO. Drug 2: C(CC(=O)O)C(=O)CN.Cl. Cell line: MDA-MB-435. Synergy scores: CSS=3.77, Synergy_ZIP=-0.312, Synergy_Bliss=0.377, Synergy_Loewe=-0.151, Synergy_HSA=-0.116.